Dataset: Reaction yield outcomes from USPTO patents with 853,638 reactions. Task: Predict the reaction yield, written as a fraction of the theoretical maximum amount of product (1.0 means a 100% yield; for example, 0.34 means a 34% yield). (1) The reactants are [C:1]([O:5][C:6](=[O:18])[N:7]([CH2:9][C:10]1[CH:15]=[C:14]([Br:16])[CH:13]=[CH:12][C:11]=1[OH:17])[CH3:8])([CH3:4])([CH3:3])[CH3:2].Br[C:20]1[CH:25]=[CH:24][CH:23]=[CH:22][N:21]=1.C([O-])([O-])=O.[Cs+].[Cs+].C(=NO)C1C(=CC=CC=1)O. The catalyst is C(Cl)Cl.CN(C=O)C. The product is [C:1]([O:5][C:6](=[O:18])[N:7]([CH2:9][C:10]1[CH:15]=[C:14]([Br:16])[CH:13]=[CH:12][C:11]=1[O:17][C:20]1[CH:25]=[CH:24][CH:23]=[CH:22][N:21]=1)[CH3:8])([CH3:4])([CH3:2])[CH3:3]. The yield is 0.670. (2) The reactants are [CH3:1][O:2][C:3](=[O:34])[C:4]1[CH:9]=[CH:8][C:7]([CH2:10][N:11]2[CH:15]=[C:14]([C:16]3[CH:21]=[CH:20][C:19]([Cl:22])=[CH:18][C:17]=3[Cl:23])[N:13]=[C:12]2[CH2:24][CH2:25][CH2:26][C:27]2[CH:32]=[CH:31][C:30](I)=[CH:29][CH:28]=2)=[CH:6][CH:5]=1.[F:35][C:36]([F:47])([F:46])[C:37]1[CH:38]=[C:39](B(O)O)[CH:40]=[CH:41][CH:42]=1. No catalyst specified. The product is [CH3:1][O:2][C:3](=[O:34])[C:4]1[CH:9]=[CH:8][C:7]([CH2:10][N:11]2[CH:15]=[C:14]([C:16]3[CH:21]=[CH:20][C:19]([Cl:22])=[CH:18][C:17]=3[Cl:23])[N:13]=[C:12]2[CH2:24][CH2:25][CH2:26][C:27]2[CH:32]=[CH:31][C:30]([C:41]3[CH:40]=[CH:39][CH:38]=[C:37]([C:36]([F:47])([F:46])[F:35])[CH:42]=3)=[CH:29][CH:28]=2)=[CH:6][CH:5]=1. The yield is 0.390.